From a dataset of Full USPTO retrosynthesis dataset with 1.9M reactions from patents (1976-2016). Predict the reactants needed to synthesize the given product. (1) Given the product [Cl:1][C:2]1[N:10]=[C:9]2[C:5]([N:6]=[CH:7][NH:8]2)=[C:4]([S:18][CH:12]2[CH2:17][CH2:16][CH2:15][CH2:14][CH2:13]2)[N:3]=1, predict the reactants needed to synthesize it. The reactants are: [Cl:1][C:2]1[N:10]=[C:9]2[C:5]([NH:6][CH:7]=[N:8]2)=[C:4](Cl)[N:3]=1.[CH:12]1([SH:18])[CH2:17][CH2:16][CH2:15][CH2:14][CH2:13]1.C(N(CC)CC)C. (2) The reactants are: [C:1]([O:5][C:6]([N:8]1[CH2:13][CH2:12][CH:11]([O:14][C:15]2[C:20]([Cl:21])=[CH:19][C:18]([N+:22]([O-])=O)=[CH:17][C:16]=2[Cl:25])[CH2:10][CH2:9]1)=[O:7])([CH3:4])([CH3:3])[CH3:2]. Given the product [C:1]([O:5][C:6]([N:8]1[CH2:9][CH2:10][CH:11]([O:14][C:15]2[C:16]([Cl:25])=[CH:17][C:18]([NH2:22])=[CH:19][C:20]=2[Cl:21])[CH2:12][CH2:13]1)=[O:7])([CH3:4])([CH3:2])[CH3:3], predict the reactants needed to synthesize it. (3) Given the product [CH3:1][O:2][C:3]1[CH:8]=[CH:7][C:6]([C:9]2[C:10]3[N:22]=[C:25]([CH3:27])[C:24](=[O:28])[N:15]([CH:16]([CH2:19][O:20][CH3:21])[CH2:17][CH3:18])[C:11]=3[N:12]=[CH:13][CH:14]=2)=[C:5]([CH3:23])[CH:4]=1, predict the reactants needed to synthesize it. The reactants are: [CH3:1][O:2][C:3]1[CH:8]=[CH:7][C:6]([C:9]2[CH:14]=[CH:13][N:12]=[C:11]([NH:15][CH:16]([CH2:19][O:20][CH3:21])[CH2:17][CH3:18])[C:10]=2[NH2:22])=[C:5]([CH3:23])[CH:4]=1.[C:24](OC)(=[O:28])[C:25]([CH3:27])=O. (4) Given the product [C:5]([O-:12])(=[O:11])[CH2:6][CH2:7][C:8]([O-:10])=[O:9].[Mg+2:13], predict the reactants needed to synthesize it. The reactants are: O.O.O.O.[C:5]([O-:12])(=[O:11])[CH2:6][CH2:7][C:8]([O-:10])=[O:9].[Mg+2:13]. (5) Given the product [CH:15]1([CH2:21][N:22]2[C:26]3[CH:27]=[CH:28][C:29]([C:31]([N:4]([O:3][CH3:2])[CH3:5])=[O:33])=[CH:30][C:25]=3[N:24]=[C:23]2[C:34]([CH3:37])([CH3:38])[CH2:35][CH3:36])[CH2:20][CH2:19][CH2:18][CH2:17][CH2:16]1, predict the reactants needed to synthesize it. The reactants are: Cl.[CH3:2][O:3][NH:4][CH3:5].C(N(C(C)C)CC)(C)C.[CH:15]1([CH2:21][N:22]2[C:26]3[CH:27]=[CH:28][C:29]([C:31]([OH:33])=O)=[CH:30][C:25]=3[N:24]=[C:23]2[C:34]([CH3:38])([CH3:37])[CH2:35][CH3:36])[CH2:20][CH2:19][CH2:18][CH2:17][CH2:16]1.CN(C(ON1N=NC2C=CC=NC1=2)=[N+](C)C)C.F[P-](F)(F)(F)(F)F.